Dataset: Full USPTO retrosynthesis dataset with 1.9M reactions from patents (1976-2016). Task: Predict the reactants needed to synthesize the given product. (1) Given the product [F:1][C:2]1[CH:7]=[C:6]([I:8])[CH:5]=[CH:4][C:3]=1[NH:9][C:10]1[CH:18]=[N:17][CH:16]=[CH:15][C:11]=1[C:12]([NH:22][CH2:21][C:20]([F:24])([F:23])[F:19])=[O:14], predict the reactants needed to synthesize it. The reactants are: [F:1][C:2]1[CH:7]=[C:6]([I:8])[CH:5]=[CH:4][C:3]=1[NH:9][C:10]1[CH:18]=[N:17][CH:16]=[CH:15][C:11]=1[C:12]([OH:14])=O.[F:19][C:20]([F:24])([F:23])[CH2:21][NH2:22]. (2) Given the product [CH2:23]([O:25][C:26](=[O:39])[CH:27]([O:36][CH2:37][CH3:38])[CH2:28][C:29]1[CH:30]=[CH:31][C:32]([O:35][CH2:2][CH2:3][O:4][CH:5]2[C:12]3[CH:13]=[C:14]([Cl:17])[CH:15]=[CH:16][C:11]=3[O:10][CH2:9][O:8][C:7]3[CH:18]=[CH:19][C:20]([Cl:22])=[CH:21][C:6]2=3)=[CH:33][CH:34]=1)[CH3:24], predict the reactants needed to synthesize it. The reactants are: Br[CH2:2][CH2:3][O:4][CH:5]1[C:12]2[CH:13]=[C:14]([Cl:17])[CH:15]=[CH:16][C:11]=2[O:10][CH2:9][O:8][C:7]2[CH:18]=[CH:19][C:20]([Cl:22])=[CH:21][C:6]1=2.[CH2:23]([O:25][C:26](=[O:39])[CH:27]([O:36][CH2:37][CH3:38])[CH2:28][C:29]1[CH:34]=[CH:33][C:32]([OH:35])=[CH:31][CH:30]=1)[CH3:24].C(=O)([O-])[O-].[K+].[K+].C1OCCOCCOCCOCCOCCOC1. (3) The reactants are: [C:1](#[N:5])[CH2:2][C:3]#[N:4].[H-].[Na+].[CH2:8]=[C:9]1[O:13][C:11](=[O:12])[CH2:10]1.Cl. Given the product [NH2:4][C:3]1[O:13][C:9]([CH3:8])=[CH:10][C:11](=[O:12])[C:2]=1[C:1]#[N:5], predict the reactants needed to synthesize it. (4) Given the product [Cl:32][CH2:8][C:6]1[CH:5]=[CH:4][C:3]([CH2:10][CH2:11][C:12]2[N:13]=[C:14]([NH:17][C:18](=[O:20])[CH3:19])[S:15][CH:16]=2)=[C:2]([F:1])[CH:7]=1, predict the reactants needed to synthesize it. The reactants are: [F:1][C:2]1[CH:7]=[C:6]([CH2:8]O)[CH:5]=[CH:4][C:3]=1[CH2:10][CH2:11][C:12]1[N:13]=[C:14]([NH:17][C:18](=[O:20])[CH3:19])[S:15][CH:16]=1.C(N(CC)CC)C.CS([Cl:32])(=O)=O.O. (5) The reactants are: Cl.[NH:2]1[CH2:7][CH2:6][CH2:5][CH2:4][CH:3]1[C:8]([O:10][CH2:11][CH3:12])=[O:9].C(=O)([O-])[O-].[K+].[K+].[Br:19][C:20]1[CH:21]=[N:22][C:23](Cl)=[N:24][CH:25]=1.CCCCCC. Given the product [Br:19][C:20]1[CH:21]=[N:22][C:23]([N:2]2[CH2:7][CH2:6][CH2:5][CH2:4][CH:3]2[C:8]([O:10][CH2:11][CH3:12])=[O:9])=[N:24][CH:25]=1, predict the reactants needed to synthesize it.